This data is from Catalyst prediction with 721,799 reactions and 888 catalyst types from USPTO. The task is: Predict which catalyst facilitates the given reaction. (1) Reactant: [C:1]([O:5][C:6](=[O:31])[CH2:7][O:8][C:9]1[C:14]2[CH2:15][CH2:16][CH2:17][CH2:18][CH:19]([NH:20][S:21]([C:24]3[CH:29]=[CH:28][C:27](I)=[CH:26][CH:25]=3)(=[O:23])=[O:22])[C:13]=2[CH:12]=[CH:11][CH:10]=1)([CH3:4])([CH3:3])[CH3:2].[C:32]([C:36]1[CH:37]=[C:38](B(O)O)[CH:39]=[C:40]([CH3:42])[CH:41]=1)([CH3:35])([CH3:34])[CH3:33].C([O-])([O-])=O.[K+].[K+]. Product: [C:1]([O:5][C:6](=[O:31])[CH2:7][O:8][C:9]1[C:14]2[CH2:15][CH2:16][CH2:17][CH2:18][CH:19]([NH:20][S:21]([C:24]3[CH:29]=[CH:28][C:27]([C:38]4[CH:39]=[C:40]([CH3:42])[CH:41]=[C:36]([C:32]([CH3:35])([CH3:34])[CH3:33])[CH:37]=4)=[CH:26][CH:25]=3)(=[O:23])=[O:22])[C:13]=2[CH:12]=[CH:11][CH:10]=1)([CH3:4])([CH3:3])[CH3:2]. The catalyst class is: 77. (2) Reactant: [O:1]1[C:5]2([CH2:10][CH2:9][CH:8]([CH:11]([NH:14]S(C(C)(C)C)=O)[CH2:12][CH3:13])[CH2:7][CH2:6]2)[O:4][CH2:3][CH2:2]1.[ClH:21]. Product: [ClH:21].[O:1]1[C:5]2([CH2:10][CH2:9][CH:8]([CH:11]([NH2:14])[CH2:12][CH3:13])[CH2:7][CH2:6]2)[O:4][CH2:3][CH2:2]1. The catalyst class is: 5.